From a dataset of Reaction yield outcomes from USPTO patents with 853,638 reactions. Predict the reaction yield, written as a fraction of the theoretical maximum amount of product (1.0 means a 100% yield; for example, 0.34 means a 34% yield). (1) The reactants are [CH2:1]([OH:4])[CH2:2][OH:3].[H-].[Na+].Br[CH2:8][C:9]1[CH:14]=[CH:13][C:12]([C:15]([CH3:18])([CH3:17])[CH3:16])=[CH:11][CH:10]=1.O. The catalyst is C1COCC1.[N+](CCCC)(CCCC)(CCCC)CCCC.[I-].CCOC(C)=O. The product is [CH3:18][C:15]([C:12]1[CH:11]=[CH:10][C:9]([CH2:8][O:3][CH2:2][CH2:1][OH:4])=[CH:14][CH:13]=1)([CH3:16])[CH3:17]. The yield is 0.510. (2) The reactants are [NH2:1][C:2]1[CH:3]=[C:4]2[C:8](=[CH:9][CH:10]=1)[NH:7][N:6]=[CH:5]2.[C:11]([O:15][CH2:16][CH3:17])(=[O:14])[CH:12]=O.S([O-])([O-])(=O)=O.[Mg+2].[Cl-].[C:25]([O:29][C:30](=[O:33])[CH2:31][Zn+])([CH3:28])([CH3:27])[CH3:26]. The catalyst is O1CCCC1.C(OCC)(=O)C. The product is [CH2:16]([O:15][C:11](=[O:14])[CH:12]([NH:1][C:2]1[CH:3]=[C:4]2[C:8](=[CH:9][CH:10]=1)[NH:7][N:6]=[CH:5]2)[CH2:31][C:30]([O:29][C:25]([CH3:28])([CH3:27])[CH3:26])=[O:33])[CH3:17]. The yield is 0.650. (3) The reactants are [NH:1]1[CH2:4][CH:3]([C:5]([N:7]2[CH2:13][CH2:12][CH2:11][N:10]([C:14]([O:16][C:17]([CH3:20])([CH3:19])[CH3:18])=[O:15])[CH2:9][CH2:8]2)=[O:6])[CH2:2]1.CCN(C(C)C)C(C)C.[CH3:30][C:31]1[N:36]=[CH:35][C:34]([C:37](Cl)=[O:38])=[CH:33][CH:32]=1. The catalyst is C(Cl)Cl. The product is [CH3:30][C:31]1[N:36]=[CH:35][C:34]([C:37]([N:1]2[CH2:4][CH:3]([C:5]([N:7]3[CH2:13][CH2:12][CH2:11][N:10]([C:14]([O:16][C:17]([CH3:20])([CH3:19])[CH3:18])=[O:15])[CH2:9][CH2:8]3)=[O:6])[CH2:2]2)=[O:38])=[CH:33][CH:32]=1. The yield is 0.360.